This data is from Catalyst prediction with 721,799 reactions and 888 catalyst types from USPTO. The task is: Predict which catalyst facilitates the given reaction. Reactant: [CH2:1]([O:3][C:4](=[O:32])[C:5]([O:8][C:9]1[CH:14]=[CH:13][C:12]([O:15][CH2:16][CH2:17][C:18]2[N:19]=[C:20]([C:24]3[CH:29]=[CH:28][CH:27]=[CH:26][CH:25]=3)[O:21][C:22]=2[CH3:23])=[CH:11][C:10]=1[CH2:30]O)([CH3:7])[CH3:6])[CH3:2].C1(P(C2C=CC=CC=2)C2C=CC=CC=2)C=CC=CC=1.C(Br)(Br)(Br)[Br:53].CCOC(C)=O. Product: [CH2:1]([O:3][C:4](=[O:32])[C:5]([O:8][C:9]1[CH:14]=[CH:13][C:12]([O:15][CH2:16][CH2:17][C:18]2[N:19]=[C:20]([C:24]3[CH:29]=[CH:28][CH:27]=[CH:26][CH:25]=3)[O:21][C:22]=2[CH3:23])=[CH:11][C:10]=1[CH2:30][Br:53])([CH3:7])[CH3:6])[CH3:2]. The catalyst class is: 1.